Dataset: Catalyst prediction with 721,799 reactions and 888 catalyst types from USPTO. Task: Predict which catalyst facilitates the given reaction. (1) Reactant: [C:1]1([C:7]2[CH:16]=[CH:15][CH:14]=[C:13]3[C:8]=2[C:9]([NH:31][CH2:32][C:33]2[CH:38]=[CH:37][CH:36]=[CH:35][N:34]=2)=[N:10][C:11]([C:17]2[CH:18]=[C:19]([S:23]([NH:26][P:27](=[O:30])([OH:29])[OH:28])(=[O:25])=[O:24])[CH:20]=[N:21][CH:22]=2)=[N:12]3)[CH:6]=[CH:5][CH:4]=[CH:3][CH:2]=1.[OH-].[Na+:40]. Product: [C:1]1([C:7]2[CH:16]=[CH:15][CH:14]=[C:13]3[C:8]=2[C:9]([NH:31][CH2:32][C:33]2[CH:38]=[CH:37][CH:36]=[CH:35][N:34]=2)=[N:10][C:11]([C:17]2[CH:18]=[C:19]([S:23]([NH:26][P:27](=[O:28])([O-:29])[O-:30])(=[O:24])=[O:25])[CH:20]=[N:21][CH:22]=2)=[N:12]3)[CH:2]=[CH:3][CH:4]=[CH:5][CH:6]=1.[Na+:40].[Na+:40].[Na+:40]. The catalyst class is: 40. (2) Reactant: [F:1][C:2]1[CH:14]=[CH:13][C:5]([O:6][CH2:7][C:8]([O:10]CC)=[O:9])=[CH:4][C:3]=1[CH3:15].[OH-].[K+]. Product: [F:1][C:2]1[CH:14]=[CH:13][C:5]([O:6][CH2:7][C:8]([OH:10])=[O:9])=[CH:4][C:3]=1[CH3:15]. The catalyst class is: 12. (3) Reactant: C(N(CC)CC)C.Cl.[CH3:9][S:10]([C:13]1[CH:32]=[CH:31][C:16]([CH2:17][O:18][C:19]2[CH:20]=[N:21][C:22]([N:25]3[CH2:30][CH2:29][NH:28][CH2:27][CH2:26]3)=[N:23][CH:24]=2)=[CH:15][CH:14]=1)(=[O:12])=[O:11].[C:33](=O)([O:41][CH:42]([CH3:47])[C:43]([F:46])([F:45])[F:44])[O:34]C1C=CC=CC=1.C(Cl)(Cl)Cl. Product: [CH3:9][S:10]([C:13]1[CH:14]=[CH:15][C:16]([CH2:17][O:18][C:19]2[CH:20]=[N:21][C:22]([N:25]3[CH2:30][CH2:29][N:28]([C:33]([O:41][CH:42]([CH3:47])[C:43]([F:46])([F:45])[F:44])=[O:34])[CH2:27][CH2:26]3)=[N:23][CH:24]=2)=[CH:31][CH:32]=1)(=[O:12])=[O:11]. The catalyst class is: 2. (4) Reactant: [CH2:1]([CH2:3][NH2:4])[OH:2].[CH2:5]([O:12][CH:13]([CH:38]([C:45]1[CH:50]=[CH:49][CH:48]=[CH:47][CH:46]=1)[C:39]1[CH:44]=[CH:43][CH:42]=[CH:41][CH:40]=1)[C:14]([NH:16][C:17]1[CH:22]=[CH:21][CH:20]=[C:19]([F:23])[C:18]=1[CH2:24][CH2:25][CH:26]1[CH2:28][N@@:27]1[S:29]([C:32]1[CH:37]=[CH:36][CH:35]=[CH:34][CH:33]=1)(=[O:31])=[O:30])=[O:15])[C:6]1[CH:11]=[CH:10][CH:9]=[CH:8][CH:7]=1. Product: [CH2:5]([O:12][CH:13]([CH:38]([C:45]1[CH:46]=[CH:47][CH:48]=[CH:49][CH:50]=1)[C:39]1[CH:40]=[CH:41][CH:42]=[CH:43][CH:44]=1)[C:14]([NH:16][C:17]1[CH:22]=[CH:21][CH:20]=[C:19]([F:23])[C:18]=1[CH2:24][CH2:25][C@H:26]([NH:27][S:29]([C:32]1[CH:33]=[CH:34][CH:35]=[CH:36][CH:37]=1)(=[O:30])=[O:31])[CH2:28][NH:4][CH2:3][CH2:1][OH:2])=[O:15])[C:6]1[CH:11]=[CH:10][CH:9]=[CH:8][CH:7]=1. The catalyst class is: 49. (5) Reactant: [NH2:1][C:2]1[CH:11]=[CH:10][C:5]2[N:6]=[C:7]([SH:9])[S:8][C:4]=2[CH:3]=1.C(=O)CC[CH2:15][CH2:16][CH3:17].CO.[BH3-][C:22]#N.[Na+]. Product: [CH3:22][CH:16]([CH3:15])[CH2:17][NH:1][C:2]1[CH:11]=[CH:10][C:5]2[N:6]=[C:7]([SH:9])[S:8][C:4]=2[CH:3]=1. The catalyst class is: 211. (6) Reactant: [Br:1]N1C(=O)CCC1=O.[C:9]([O:12][C:13]1[CH:14]=[C:15]2[C:19](=[CH:20][CH:21]=1)[NH:18][C:17]([C:22]([O:24][CH2:25][CH3:26])=[O:23])=[CH:16]2)(=[O:11])[CH3:10].O. Product: [C:9]([O:12][C:13]1[CH:14]=[C:15]2[C:19](=[CH:20][CH:21]=1)[NH:18][C:17]([C:22]([O:24][CH2:25][CH3:26])=[O:23])=[C:16]2[Br:1])(=[O:11])[CH3:10]. The catalyst class is: 3.